This data is from Reaction yield outcomes from USPTO patents with 853,638 reactions. The task is: Predict the reaction yield, written as a fraction of the theoretical maximum amount of product (1.0 means a 100% yield; for example, 0.34 means a 34% yield). (1) The yield is 0.920. The reactants are [Br:1][C:2]1[CH:3]=[C:4]([CH:8]=[C:9]([O:11][CH3:12])[CH:10]=1)[C:5](O)=[O:6].C1COCC1. The catalyst is O. The product is [Br:1][C:2]1[CH:3]=[C:4]([CH2:5][OH:6])[CH:8]=[C:9]([O:11][CH3:12])[CH:10]=1. (2) The reactants are [CH3:1][N:2]1[C:7](=[O:8])[C:6]([NH:9][C:10]2[CH:15]=[CH:14][C:13]([N:16]3[CH2:21][CH2:20][N:19]([CH:22]4[CH2:25][O:24][CH2:23]4)[CH2:18][C@@H:17]3[CH3:26])=[CH:12][N:11]=2)=[CH:5][C:4]([C:27]2[CH:34]=[CH:33][CH:32]=[C:31]([N:35]3[C:47](=[O:48])[C:46]4[S:45][C:44]5[CH2:43][CH2:42][CH2:41][CH2:40][C:39]=5[C:38]=4[CH:37]=[N:36]3)[C:28]=2[CH:29]=[O:30])=[CH:3]1.[BH4-].[Na+]. The catalyst is CO. The product is [OH:30][CH2:29][C:28]1[C:27]([C:4]2[CH:5]=[C:6]([NH:9][C:10]3[CH:15]=[CH:14][C:13]([N:16]4[CH2:21][CH2:20][N:19]([CH:22]5[CH2:25][O:24][CH2:23]5)[CH2:18][C@@H:17]4[CH3:26])=[CH:12][N:11]=3)[C:7](=[O:8])[N:2]([CH3:1])[CH:3]=2)=[CH:34][CH:33]=[CH:32][C:31]=1[N:35]1[C:47](=[O:48])[C:46]2[S:45][C:44]3[CH2:43][CH2:42][CH2:41][CH2:40][C:39]=3[C:38]=2[CH:37]=[N:36]1. The yield is 0.590. (3) The catalyst is CCO.[Pd]. The yield is 0.910. The reactants are [F:1][C:2]1[CH:9]=[CH:8][C:5]([C:6]#[N:7])=[C:4]([C:10]2[N:11]=[N:12][N:13]([CH3:15])[N:14]=2)[CH:3]=1.[ClH:16]. The product is [ClH:16].[F:1][C:2]1[CH:9]=[CH:8][C:5]([CH2:6][NH2:7])=[C:4]([C:10]2[N:11]=[N:12][N:13]([CH3:15])[N:14]=2)[CH:3]=1. (4) The reactants are [CH3:1][O:2][CH2:3][C:4]([C:7]1[O:11][N:10]=[C:9]([NH2:12])[CH:8]=1)([CH3:6])[CH3:5].C(C1C=C(N[C:22](=[O:30])[O:23][C:24]2[CH:29]=[CH:28][CH:27]=[CH:26][CH:25]=2)ON=1)(C)C. No catalyst specified. The product is [CH3:1][O:2][CH2:3][C:4]([C:7]1[O:11][N:10]=[C:9]([NH:12][C:22](=[O:30])[O:23][C:24]2[CH:29]=[CH:28][CH:27]=[CH:26][CH:25]=2)[CH:8]=1)([CH3:6])[CH3:5]. The yield is 0.980. (5) The reactants are [N+:1]([C:4]1[CH:9]=[CH:8][C:7]([CH2:10][C:11]([OH:13])=[O:12])=[CH:6][CH:5]=1)([O-:3])=[O:2].S(Cl)(Cl)=O.[CH3:18]COC(C)=O.CCCCCCC. The catalyst is CO. The product is [CH3:18][O:12][C:11](=[O:13])[CH2:10][C:7]1[CH:6]=[CH:5][C:4]([N+:1]([O-:3])=[O:2])=[CH:9][CH:8]=1. The yield is 1.00. (6) The reactants are [C:1]([OH:6])(=[O:5])[C:2]([CH3:4])=[CH2:3].[CH2:7]([O:10][CH2:11][CH2:12]O)[CH:8]=[CH2:9].C([O-])(O)=O.[Na+]. The catalyst is C1(C)C=CC(S(O)(=O)=O)=CC=1.C1(C)C=CC=CC=1. The product is [C:1]([O:6][CH2:12][CH2:11][O:10][CH2:7][CH:8]=[CH2:9])(=[O:5])[C:2]([CH3:4])=[CH2:3]. The yield is 0.730. (7) The reactants are [CH3:1][C:2]1[N:7]([C:8]2[CH:13]=[CH:12][CH:11]=[C:10]([CH3:14])[CH:9]=2)[C:6](=[O:15])[C:5]([C:16]([OH:18])=O)=[CH:4][CH:3]=1.C(Cl)(=O)C(Cl)=O.[NH2:25][C:26]1[CH:47]=[CH:46][C:29]([O:30][C:31]2[CH:32]=[CH:33][C:34]3[N:35]([CH:37]=[C:38]([NH:40][C:41]([CH:43]4[CH2:45][CH2:44]4)=[O:42])[N:39]=3)[CH:36]=2)=[C:28]([F:48])[CH:27]=1.C(=O)([O-])O.[Na+]. The catalyst is O1CCCC1.CN(C)C=O. The product is [CH:43]1([C:41]([NH:40][C:38]2[N:39]=[C:34]3[CH:33]=[CH:32][C:31]([O:30][C:29]4[CH:46]=[CH:47][C:26]([NH:25][C:16]([C:5]5[C:6](=[O:15])[N:7]([C:8]6[CH:13]=[CH:12][CH:11]=[C:10]([CH3:14])[CH:9]=6)[C:2]([CH3:1])=[CH:3][CH:4]=5)=[O:18])=[CH:27][C:28]=4[F:48])=[CH:36][N:35]3[CH:37]=2)=[O:42])[CH2:44][CH2:45]1. The yield is 0.690. (8) The reactants are [C:1]([C:5]1[CH:6]=[C:7]2[C:12](=[C:13]([F:15])[CH:14]=1)[C:11](=[O:16])[NH:10][N:9]=[CH:8]2)([CH3:4])([CH3:3])[CH3:2].[Br:17][C:18]1[CH:23]=[CH:22][CH:21]=[C:20](Br)[C:19]=1[CH3:25].C([O-])([O-])=O.[K+].[K+]. The catalyst is CS(C)=O.C(OC(C)=O)C.O.[Cu]I. The product is [Br:17][C:18]1[C:19]([CH3:25])=[C:20]([N:10]2[N:9]=[CH:8][C:7]3[C:12](=[C:13]([F:15])[CH:14]=[C:5]([C:1]([CH3:4])([CH3:2])[CH3:3])[CH:6]=3)[C:11]2=[O:16])[CH:21]=[CH:22][CH:23]=1. The yield is 0.430. (9) The reactants are [C:1]([O:5][C:6](=[O:20])[NH:7][C:8]1[CH:13]=[C:12]([O:14][CH3:15])[C:11]([CH3:16])=[C:10]([O:17][CH3:18])[C:9]=1[Br:19])([CH3:4])([CH3:3])[CH3:2].C1C(=O)N([Br:28])C(=O)C1.CC(N=NC(C#N)(C)C)(C#N)C. The catalyst is C(Cl)(Cl)(Cl)Cl. The product is [C:1]([O:5][C:6](=[O:20])[NH:7][C:8]1[CH:13]=[C:12]([O:14][CH3:15])[C:11]([CH2:16][Br:28])=[C:10]([O:17][CH3:18])[C:9]=1[Br:19])([CH3:4])([CH3:2])[CH3:3]. The yield is 0.910.